This data is from Full USPTO retrosynthesis dataset with 1.9M reactions from patents (1976-2016). The task is: Predict the reactants needed to synthesize the given product. (1) Given the product [OH:14][C@H:13]([CH2:17][OH:16])[CH2:12][N:8]1[C:7](=[O:20])[C:6]2([CH3:25])[CH2:21][O:22][CH2:23][CH2:24][N:5]2[C:4]2[N:3]=[C:2]([C:34]3[CH:33]=[CH:32][C:31]([NH:30][C:28]([NH:27][CH3:26])=[O:29])=[CH:36][CH:35]=3)[N:11]=[CH:10][C:9]1=2, predict the reactants needed to synthesize it. The reactants are: Cl[C:2]1[N:11]=[CH:10][C:9]2[N:8]([CH2:12][C@H:13]3[CH2:17][O:16]C(C)(C)[O:14]3)[C:7](=[O:20])[C:6]3([CH3:25])[CH2:21][O:22][CH2:23][CH2:24][N:5]3[C:4]=2[N:3]=1.[CH3:26][NH:27][C:28]([NH:30][C:31]1[CH:36]=[CH:35][C:34](B2OC(C)(C)C(C)(C)O2)=[CH:33][CH:32]=1)=[O:29].C(=O)([O-])[O-].[Na+].[Na+]. (2) Given the product [OH:1][C@@H:2]([C@H:4]1[C:24](=[O:25])[N:6]2[C:7]([C:21]([O:23][CH2:36][O:35][C:33]([O:32][CH:27]3[CH2:31][CH2:30][CH2:29][CH2:28]3)=[O:34])=[O:22])=[C:8]([S:11]/[CH:12]=[CH:13]\[C:14]3[S:18][CH:17]=[N:16][C:15]=3[CH2:19][OH:20])[C@H:9]([CH3:10])[C@H:5]12)[CH3:3], predict the reactants needed to synthesize it. The reactants are: [OH:1][C@@H:2]([C@H:4]1[C:24](=[O:25])[N:6]2[C:7]([C:21]([O-:23])=[O:22])=[C:8]([S:11]/[CH:12]=[CH:13]\[C:14]3[S:18][CH:17]=[N:16][C:15]=3[CH2:19][OH:20])[C@H:9]([CH3:10])[C@H:5]12)[CH3:3].[Na+].[CH:27]1([O:32][C:33]([O:35][CH2:36]I)=[O:34])[CH2:31][CH2:30][CH2:29][CH2:28]1. (3) Given the product [CH2:1]([O:8][C:9]([N:11]([CH3:34])[CH2:12][CH2:13][C:14]1[CH:33]=[CH:32][C:17]([C:18]2[O:31][C:22]3[C:23]([C:24]([O:26][CH3:27])=[O:25])=[CH:28][CH:29]=[CH:30][C:21]=3[N:20]=2)=[CH:16][CH:15]=1)=[O:10])[C:2]1[CH:7]=[CH:6][CH:5]=[CH:4][CH:3]=1, predict the reactants needed to synthesize it. The reactants are: [CH2:1]([O:8][C:9]([N:11]([CH3:34])[CH2:12][CH2:13][C:14]1[CH:33]=[CH:32][C:17]([C:18]([NH:20][C:21]2[C:22]([OH:31])=[C:23]([CH:28]=[CH:29][CH:30]=2)[C:24]([O:26][CH3:27])=[O:25])=O)=[CH:16][CH:15]=1)=[O:10])[C:2]1[CH:7]=[CH:6][CH:5]=[CH:4][CH:3]=1.N1C=CC=CC=1.S(Cl)(Cl)=O. (4) The reactants are: [CH:1]1([N:4]([CH3:11])[CH2:5]/[CH:6]=[CH:7]/[C:8]([OH:10])=O)[CH2:3][CH2:2]1.C(Cl)(=O)C(Cl)=O.[Cl:18][C:19]1[N:35]([C:36]2[CH:41]=[CH:40][CH:39]=[C:38]([NH:42][CH3:43])[CH:37]=2)[C:22]2[N:23]=[CH:24][N:25]=[C:26]([NH:27]C(=O)OC(C)(C)C)[C:21]=2[C:20]=1[C:44]1[CH:49]=[CH:48][C:47]([Cl:50])=[CH:46][CH:45]=1.C(O)(C(F)(F)F)=O. Given the product [NH2:27][C:26]1[C:21]2[C:20]([C:44]3[CH:45]=[CH:46][C:47]([Cl:50])=[CH:48][CH:49]=3)=[C:19]([Cl:18])[N:35]([C:36]3[CH:37]=[C:38]([N:42]([CH3:43])[C:8](=[O:10])/[CH:7]=[CH:6]/[CH2:5][N:4]([CH:1]4[CH2:2][CH2:3]4)[CH3:11])[CH:39]=[CH:40][CH:41]=3)[C:22]=2[N:23]=[CH:24][N:25]=1, predict the reactants needed to synthesize it. (5) Given the product [Cl:21][C:22]1[CH:28]=[CH:27][CH:26]=[CH:25][C:23]=1[NH:24][C:18](=[O:20])[CH2:17][S:16][C:15]1[N:11]([C:1]2[C:10]3[C:5](=[CH:6][CH:7]=[CH:8][CH:9]=3)[CH:4]=[CH:3][CH:2]=2)[N:12]=[N:13][N:14]=1, predict the reactants needed to synthesize it. The reactants are: [C:1]1([N:11]2[C:15]([S:16][CH2:17][C:18]([OH:20])=O)=[N:14][N:13]=[N:12]2)[C:10]2[C:5](=[CH:6][CH:7]=[CH:8][CH:9]=2)[CH:4]=[CH:3][CH:2]=1.[Cl:21][C:22]1[CH:28]=[CH:27][CH:26]=[CH:25][C:23]=1[NH2:24].O=P(Cl)(Cl)Cl. (6) Given the product [C:10]([O:7][CH2:6][C:5]1[CH:8]=[CH:9][C:2]([CH3:1])=[CH:3][CH:4]=1)(=[O:17])[C:11]1[CH:16]=[CH:15][CH:14]=[CH:13][CH:12]=1, predict the reactants needed to synthesize it. The reactants are: [CH3:1][C:2]1[CH:9]=[CH:8][C:5]([CH2:6][OH:7])=[CH:4][CH:3]=1.[C:10](O)(=[O:17])[C:11]1[CH:16]=[CH:15][CH:14]=[CH:13][CH:12]=1.[OH-].[K+].